Dataset: Forward reaction prediction with 1.9M reactions from USPTO patents (1976-2016). Task: Predict the product of the given reaction. (1) Given the reactants [CH3:1][C:2]([CH3:13])([CH2:6][C:7]1[CH:12]=[CH:11][CH:10]=[CH:9][CH:8]=1)[CH2:3][CH:4]=O.[C:14](=[O:17])([O-])[O-].[NH4+:18].[NH4+:19].[C-]#N.[Na+].C#N.Cl.[CH2:26]([OH:28])C, predict the reaction product. The product is: [CH3:1][C:2]([CH3:13])([CH2:6][C:7]1[CH:12]=[CH:11][CH:10]=[CH:9][CH:8]=1)[CH2:3][CH:4]1[NH:19][C:26](=[O:28])[NH:18][C:14]1=[O:17]. (2) The product is: [O:71]1[CH:75]=[N:74][C:73]([C:76]([NH:79][C:28]([C:27]2[CH:31]=[C:32]([C:35]3[CH:36]=[C:37]4[C:49]([C:50]([NH:51][CH3:52])=[O:53])=[C:48]([C:54]5[CH:59]=[CH:58][C:57]([F:60])=[CH:56][CH:55]=5)[O:47][C:38]4=[N:39][C:40]=3[CH2:41][CH2:42][C:43]([F:45])([F:46])[F:44])[CH:33]=[CH:34][C:26]=2[F:25])=[O:30])([CH3:78])[CH3:77])=[N:72]1. Given the reactants CN(C(ON1N=NC2C=CC=NC1=2)=[N+](C)C)C.F[P-](F)(F)(F)(F)F.[F:25][C:26]1[CH:34]=[CH:33][C:32]([C:35]2[CH:36]=[C:37]3[C:49]([C:50](=[O:53])[NH:51][CH3:52])=[C:48]([C:54]4[CH:59]=[CH:58][C:57]([F:60])=[CH:56][CH:55]=4)[O:47][C:38]3=[N:39][C:40]=2[CH2:41][CH2:42][C:43]([F:46])([F:45])[F:44])=[CH:31][C:27]=1[C:28]([OH:30])=O.C(N(C(C)C)C(C)C)C.Cl.[O:71]1[CH:75]=[N:74][C:73]([C:76]([NH2:79])([CH3:78])[CH3:77])=[N:72]1, predict the reaction product. (3) Given the reactants C([O:5][C:6](=[O:56])[C:7]1[CH:12]=[CH:11][CH:10]=[C:9]([CH2:13][CH:14]([NH:28][C:29](=[O:53])[CH2:30][N:31](C(OC(C)(C)C)=O)[CH:32]2[CH2:37][CH2:36][CH:35]([NH:38]C(OC(C)(C)C)=O)[CH2:34][CH2:33]2)[B:15]2[O:23]C3C(C)(C4CC(C3)C4(C)C)[O:16]2)[C:8]=1OC)(C)(C)C.B(Cl)(Cl)Cl, predict the reaction product. The product is: [NH2:38][CH:35]1[CH2:36][CH2:37][CH:32]([NH:31][CH2:30][C:29]([NH:28][CH:14]2[CH2:13][C:9]3[CH:10]=[CH:11][CH:12]=[C:7]([C:6]([OH:5])=[O:56])[C:8]=3[O:23][B:15]2[OH:16])=[O:53])[CH2:33][CH2:34]1. (4) The product is: [CH3:1][N:2]1[C:7]2=[CH:8][N:9]([CH2:19][O:20][CH2:21][CH2:22][Si:23]([CH3:24])([CH3:25])[CH3:26])[C:10]([C:11]3[S:56][CH:57]=[C:58]([C:60]([O:62][CH2:63][CH3:64])=[O:61])[N:59]=3)=[C:6]2[C:5](=[O:27])[N:4]([CH3:28])[C:3]1=[O:29]. Given the reactants [CH3:1][N:2]1[C:7]2=[CH:8][N:9]([CH2:19][O:20][CH2:21][CH2:22][Si:23]([CH3:26])([CH3:25])[CH3:24])[C:10]([C:11]3C=C(C=CC=3)C#N)=[C:6]2[C:5](=[O:27])[N:4]([CH3:28])[C:3]1=[O:29].CN1C2=CN(COCC[Si](C)(C)C)C(B(O)O)=C2C(=O)N(C)C1=O.BrC1[S:56][CH:57]=[C:58]([C:60]([O:62][CH2:63][CH3:64])=[O:61])[N:59]=1, predict the reaction product.